From a dataset of Reaction yield outcomes from USPTO patents with 853,638 reactions. Predict the reaction yield, written as a fraction of the theoretical maximum amount of product (1.0 means a 100% yield; for example, 0.34 means a 34% yield). (1) The reactants are [CH:1]1([NH:5][CH2:6][C:7]2[N:8]=[CH:9][C:10]([NH2:13])=[N:11][CH:12]=2)[CH2:4][CH2:3][CH2:2]1.Br[C:15]1[C:16](=[O:23])[N:17]([CH3:22])[N:18]=[C:19]([Cl:21])[CH:20]=1.C([O-])([O-])=O.[Cs+].[Cs+].CC1(C)C2C(=C(P(C3C=CC=CC=3)C3C=CC=CC=3)C=CC=2)OC2C(P(C3C=CC=CC=3)C3C=CC=CC=3)=CC=CC1=2. The catalyst is O1CCOCC1.C1C=CC(/C=C/C(/C=C/C2C=CC=CC=2)=O)=CC=1.C1C=CC(/C=C/C(/C=C/C2C=CC=CC=2)=O)=CC=1.[Pd]. The product is [Cl:21][C:19]1[CH:20]=[C:15]([NH:13][C:10]2[CH:9]=[N:8][C:7]([CH2:6][NH:5][CH:1]3[CH2:2][CH2:3][CH2:4]3)=[CH:12][N:11]=2)[C:16](=[O:23])[N:17]([CH3:22])[N:18]=1. The yield is 0.390. (2) The reactants are C(OCC)(=O)C.C(N(CC)CC)C.[CH2:14]([O:21][C:22]([NH:24][C@@H:25]([CH2:34][C:35]1[CH:40]=[CH:39][CH:38]=[CH:37][CH:36]=1)[C@H:26]([OH:33])[CH2:27][NH:28][CH2:29][CH:30]([CH3:32])[CH3:31])=[O:23])[C:15]1[CH:20]=[CH:19][CH:18]=[CH:17][CH:16]=1.[N+:41]([C:44]1[CH:49]=[CH:48][C:47]([S:50](Cl)(=[O:52])=[O:51])=[CH:46][CH:45]=1)([O-:43])=[O:42]. The catalyst is O. The product is [CH2:14]([O:21][C:22]([NH:24][C@@H:25]([CH2:34][C:35]1[CH:36]=[CH:37][CH:38]=[CH:39][CH:40]=1)[C@H:26]([OH:33])[CH2:27][N:28]([CH2:29][CH:30]([CH3:32])[CH3:31])[S:50]([C:47]1[CH:46]=[CH:45][C:44]([N+:41]([O-:43])=[O:42])=[CH:49][CH:48]=1)(=[O:51])=[O:52])=[O:23])[C:15]1[CH:16]=[CH:17][CH:18]=[CH:19][CH:20]=1. The yield is 0.800. (3) The reactants are [C:1]1([S:7]([N:10]2[C:14]3[CH:15]=[N:16][C:17]([C:27]#[N:28])=[C:18](OS(C(F)(F)F)(=O)=O)[C:13]=3[C:12]3[CH:29]=[CH:30][CH:31]=[N:32][C:11]2=3)(=[O:9])=[O:8])[CH:6]=[CH:5][CH:4]=[CH:3][CH:2]=1.[CH2:33]([Sn](CCCC)(CCCC)C=C)[CH2:34]CC.[Cl-].[Li+]. The catalyst is O1CCOCC1.C1C=CC([P]([Pd]([P](C2C=CC=CC=2)(C2C=CC=CC=2)C2C=CC=CC=2)([P](C2C=CC=CC=2)(C2C=CC=CC=2)C2C=CC=CC=2)[P](C2C=CC=CC=2)(C2C=CC=CC=2)C2C=CC=CC=2)(C2C=CC=CC=2)C2C=CC=CC=2)=CC=1. The product is [C:1]1([S:7]([N:10]2[C:14]3[CH:15]=[N:16][C:17]([C:27]#[N:28])=[C:18]([CH:33]=[CH2:34])[C:13]=3[C:12]3[CH:29]=[CH:30][CH:31]=[N:32][C:11]2=3)(=[O:9])=[O:8])[CH:6]=[CH:5][CH:4]=[CH:3][CH:2]=1. The yield is 0.520. (4) The reactants are Cl.C(OCC)(=O)C.C(OC([N:15]1[CH2:20][CH2:19][N:18]([C:21]2[CH:26]=[CH:25][C:24]([N+:27]([O-:29])=[O:28])=[CH:23][C:22]=2[F:30])[CH2:17][CH2:16]1)=O)(C)(C)C.C(=O)([O-])O.[Na+]. The catalyst is C(OCC)(=O)C. The product is [F:30][C:22]1[CH:23]=[C:24]([N+:27]([O-:29])=[O:28])[CH:25]=[CH:26][C:21]=1[N:18]1[CH2:19][CH2:20][NH:15][CH2:16][CH2:17]1. The yield is 0.370. (5) The reactants are Cl[C:2]1[CH:3]=[CH:4][C:5]([N+:10]([O-:12])=[O:11])=[C:6]([O:8][CH3:9])[CH:7]=1.[CH3:13][PH:14](=[O:16])[CH3:15].P([O-])([O-])([O-])=O.[K+].[K+].[K+]. The catalyst is CN(C=O)C.C([O-])(=O)C.[Pd+2].C([O-])(=O)C. The product is [CH3:9][O:8][C:6]1[CH:7]=[C:2]([P:14](=[O:16])([CH3:15])[CH3:13])[CH:3]=[CH:4][C:5]=1[N+:10]([O-:12])=[O:11]. The yield is 0.300. (6) The reactants are CC(C)([O-])C.[K+].[CH3:7][S:8]([CH2:11]P(=O)(OCC)OCC)(=[O:10])=[O:9].[CH:20]([C@H:22]1[CH2:27][CH2:26][C@H:25]([NH:28][C:29](=[O:35])[O:30][C:31]([CH3:34])([CH3:33])[CH3:32])[CH2:24][CH2:23]1)=O. The catalyst is O1CCCC1. The product is [CH3:7][S:8]([CH:11]=[CH:20][C@H:22]1[CH2:23][CH2:24][C@H:25]([NH:28][C:29](=[O:35])[O:30][C:31]([CH3:34])([CH3:33])[CH3:32])[CH2:26][CH2:27]1)(=[O:9])=[O:10]. The yield is 0.700.